Dataset: Full USPTO retrosynthesis dataset with 1.9M reactions from patents (1976-2016). Task: Predict the reactants needed to synthesize the given product. Given the product [F:1][C:2]([F:28])([F:29])[O:3][C:4]1[CH:5]=[CH:6][C:7]([O:10][C:11](=[O:27])[N:12]([CH2:25][CH3:26])[CH:13]2[CH2:22][CH2:21][C:20]3[C:15](=[CH:16][CH:17]=[C:18]([OH:23])[CH:19]=3)[CH2:14]2)=[CH:8][CH:9]=1, predict the reactants needed to synthesize it. The reactants are: [F:1][C:2]([F:29])([F:28])[O:3][C:4]1[CH:9]=[CH:8][C:7]([O:10][C:11](=[O:27])[N:12]([CH2:25][CH3:26])[CH:13]2[CH2:22][CH2:21][C:20]3[C:15](=[CH:16][CH:17]=[C:18]([O:23]C)[CH:19]=3)[CH2:14]2)=[CH:6][CH:5]=1.B(Br)(Br)Br.C(Cl)Cl.